From a dataset of Forward reaction prediction with 1.9M reactions from USPTO patents (1976-2016). Predict the product of the given reaction. (1) Given the reactants [CH3:1][O:2][C:3]1[C:4]([N+:23]([O-])=O)=[CH:5][C:6]([CH3:22])=[C:7]([N:9]2[CH2:14][CH2:13][CH:12]([N:15]3[CH2:20][CH2:19][N:18]([CH3:21])[CH2:17][CH2:16]3)[CH2:11][CH2:10]2)[CH:8]=1, predict the reaction product. The product is: [CH3:1][O:2][C:3]1[CH:8]=[C:7]([N:9]2[CH2:14][CH2:13][CH:12]([N:15]3[CH2:16][CH2:17][N:18]([CH3:21])[CH2:19][CH2:20]3)[CH2:11][CH2:10]2)[C:6]([CH3:22])=[CH:5][C:4]=1[NH2:23]. (2) Given the reactants [CH2:1]([O:3][C:4](=[O:25])[CH2:5][C:6]([N:8]1[CH2:14][CH2:13][CH2:12][N:11](C(OCC2C=CC=CC=2)=O)[CH2:10][CH2:9]1)=[O:7])[CH3:2], predict the reaction product. The product is: [N:8]1([C:6](=[O:7])[CH2:5][C:4]([O:3][CH2:1][CH3:2])=[O:25])[CH2:14][CH2:13][CH2:12][NH:11][CH2:10][CH2:9]1. (3) Given the reactants C([O:3][P:4]([CH2:9][NH:10][S:11]([C:14]1[S:15][C:16]2[C:22]([Cl:23])=[C:21]([O:24][CH2:25][CH2:26][Cl:27])[C:20]([O:28][CH2:29][CH2:30][Cl:31])=[C:19]([Cl:32])[C:17]=2[CH:18]=1)(=[O:13])=[O:12])(=[O:8])[O:5]CC)C.C[Si](Br)(C)C, predict the reaction product. The product is: [Cl:32][C:19]1[C:17]2[CH:18]=[C:14]([S:11]([NH:10][CH2:9][P:4](=[O:3])([OH:5])[OH:8])(=[O:13])=[O:12])[S:15][C:16]=2[C:22]([Cl:23])=[C:21]([O:24][CH2:25][CH2:26][Cl:27])[C:20]=1[O:28][CH2:29][CH2:30][Cl:31]. (4) Given the reactants [F:1][C:2]1[CH:3]=[CH:4][CH:5]=[C:6]2[C:10]=1[NH:9][CH:8]=[CH:7]2.[C:11]([O:15][C:16]([N:18]1[CH2:23][CH2:22][C:21](=O)[CH2:20][CH2:19]1)=[O:17])([CH3:14])([CH3:13])[CH3:12].N1CCCC1, predict the reaction product. The product is: [C:11]([O:15][C:16]([N:18]1[CH2:19][CH:20]=[C:21]([C:7]2[C:6]3[C:10](=[C:2]([F:1])[CH:3]=[CH:4][CH:5]=3)[NH:9][CH:8]=2)[CH2:22][CH2:23]1)=[O:17])([CH3:14])([CH3:12])[CH3:13]. (5) Given the reactants [C:1]([O:4][CH2:5][C:6]1([C:9]2[CH:14]=[CH:13][C:12]([C:15]3[N:20]=[C:19]4[NH:21][C:22](=O)[CH2:23][C:18]4=[CH:17][CH:16]=3)=[CH:11][CH:10]=2)[CH2:8][CH2:7]1)(=[O:3])[CH3:2].CN(C)C1C=CC=CC=1.P(Cl)(Cl)([Cl:36])=O, predict the reaction product. The product is: [C:1]([O:4][CH2:5][C:6]1([C:9]2[CH:14]=[CH:13][C:12]([C:15]3[N:20]=[C:19]4[NH:21][C:22]([Cl:36])=[CH:23][C:18]4=[CH:17][CH:16]=3)=[CH:11][CH:10]=2)[CH2:8][CH2:7]1)(=[O:3])[CH3:2]. (6) Given the reactants C[O:2][CH:3](OC)[N:4]([CH3:6])C.[CH:9]1([C:12]2[CH:20]=[C:19]([CH3:21])[C:15](C(N)=O)=[C:14]([F:22])[CH:13]=2)[CH2:11][CH2:10]1.CC(C)([O-])C.[K+].C1COCC1.Cl, predict the reaction product. The product is: [CH:9]1([C:12]2[CH:20]=[C:19]3[C:15](=[C:14]([F:22])[CH:13]=2)[C:3](=[O:2])[NH:4][CH:6]=[CH:21]3)[CH2:10][CH2:11]1. (7) Given the reactants [CH3:1][O:2][P:3]([S:7][CH2:8][N:9]1[C:18](=[O:19])[C:17]2[C:12](=[CH:13][CH:14]=[CH:15][CH:16]=2)[C:10]1=[O:11])([O:5][CH3:6])=[S:4].[CH:20]1([O:51]P(O)(O)=O)[CH:25]([O:26][P:27]([OH:30])([OH:29])=[O:28])[CH:24]([O:31]P(O)(O)=O)[CH:23]([O:36]P(O)(O)=O)[CH:22]([O:41]P(O)(O)=O)[CH:21]1[O:46]P(O)(O)=O, predict the reaction product. The product is: [CH3:6][O:5][P:3]([S:7][CH2:8][N:9]1[C:18](=[O:19])[C:17]2[C:12](=[CH:13][CH:14]=[CH:15][CH:16]=2)[C:10]1=[O:11])([O:2][CH3:1])=[S:4].[C@@H:25]1([OH:26])[C@@H:24]([OH:31])[C@H:23]([OH:36])[C@@H:22]([OH:41])[C@@H:21]([OH:46])[C@H:20]1[OH:51].[P:27]([O-:30])([O-:29])([O-:28])=[O:26].